Dataset: Forward reaction prediction with 1.9M reactions from USPTO patents (1976-2016). Task: Predict the product of the given reaction. (1) Given the reactants FC(F)(F)S(O[C:7]1[C:8]([CH3:48])([CH3:47])[C@H:9]2[C@:22]([CH3:25])([CH2:23][CH:24]=1)[C@@H:21]1[C@:12]([CH3:46])([C@@:13]3([CH3:45])[C@H:18]([CH2:19][CH2:20]1)[C@H:17]1[C@H:26]([C:29]([CH3:31])=[CH2:30])[CH2:27][CH2:28][C@:16]1([NH:32][CH2:33][CH2:34][N:35]1[CH2:40][CH2:39][CH:38]([S:41]([CH3:44])(=[O:43])=[O:42])[CH2:37][CH2:36]1)[CH2:15][CH2:14]3)[CH2:11][CH2:10]2)(=O)=O.[F:51][CH2:52][C@@:53]1([C:68]([O:70][CH2:71][C:72]2[CH:77]=[CH:76][CH:75]=[CH:74][CH:73]=2)=[O:69])[CH2:58][CH2:57][C:56](B2OC(C)(C)C(C)(C)O2)=[CH:55][CH2:54]1, predict the reaction product. The product is: [F:51][CH2:52][C@@:53]1([C:68]([O:70][CH2:71][C:72]2[CH:73]=[CH:74][CH:75]=[CH:76][CH:77]=2)=[O:69])[CH2:58][CH2:57][C:56]([C:7]2[C:8]([CH3:47])([CH3:48])[C@H:9]3[C@:22]([CH3:25])([CH2:23][CH:24]=2)[C@@H:21]2[C@:12]([CH3:46])([C@@:13]4([CH3:45])[C@H:18]([CH2:19][CH2:20]2)[C@H:17]2[C@H:26]([C:29]([CH3:31])=[CH2:30])[CH2:27][CH2:28][C@:16]2([NH:32][CH2:33][CH2:34][N:35]2[CH2:40][CH2:39][CH:38]([S:41]([CH3:44])(=[O:43])=[O:42])[CH2:37][CH2:36]2)[CH2:15][CH2:14]4)[CH2:11][CH2:10]3)=[CH:55][CH2:54]1. (2) Given the reactants C[O:2][C:3]([CH:5]1[CH2:10][CH2:9][N:8]([C:11]([O:13][C:14]([CH3:17])([CH3:16])[CH3:15])=[O:12])[CH2:7][CH2:6]1)=[O:4].[OH-].[Li+].O.Cl, predict the reaction product. The product is: [C:14]([O:13][C:11]([N:8]1[CH2:9][CH2:10][CH:5]([C:3]([OH:4])=[O:2])[CH2:6][CH2:7]1)=[O:12])([CH3:17])([CH3:15])[CH3:16].